Dataset: Peptide-MHC class I binding affinity with 185,985 pairs from IEDB/IMGT. Task: Regression. Given a peptide amino acid sequence and an MHC pseudo amino acid sequence, predict their binding affinity value. This is MHC class I binding data. The peptide sequence is KAAVDLSHFL. The MHC is HLA-A32:01 with pseudo-sequence HLA-A32:01. The binding affinity (normalized) is 0.